From a dataset of Catalyst prediction with 721,799 reactions and 888 catalyst types from USPTO. Predict which catalyst facilitates the given reaction. (1) The catalyst class is: 4. Product: [CH2:1]([O:3][C:4]([C:5]1[O:10][C:9]([C:11]2[CH:16]=[CH:15][C:14]([S:17]([CH3:20])(=[O:19])=[O:18])=[CH:13][CH:12]=2)=[CH:8][N:7]=1)=[O:21])[CH3:2]. Reactant: [CH2:1]([O:3][C:4](=[O:21])[C:5]([NH:7][CH2:8][C:9]([C:11]1[CH:16]=[CH:15][C:14]([S:17]([CH3:20])(=[O:19])=[O:18])=[CH:13][CH:12]=1)=[O:10])=O)[CH3:2].O=P(Cl)(Cl)Cl. (2) Reactant: Cl.[Cl:2][C:3]1[CH:8]=[CH:7][C:6]([CH2:9][NH2:10])=[CH:5][C:4]=1[N+:11]([O-:13])=[O:12].[CH:14]1([C:17](Cl)=[O:18])[CH2:16][CH2:15]1.CCN(C(C)C)C(C)C. Product: [Cl:2][C:3]1[CH:8]=[CH:7][C:6]([CH2:9][NH:10][C:17]([CH:14]2[CH2:16][CH2:15]2)=[O:18])=[CH:5][C:4]=1[N+:11]([O-:13])=[O:12]. The catalyst class is: 1. (3) Reactant: C(O[NH:9][CH:10]1[CH2:19][CH2:18][CH2:17][C:16]2[N:15]=[C:14]([O:20][CH2:21][C:22]3[CH:27]=[CH:26][CH:25]=[CH:24][CH:23]=3)[CH:13]=[CH:12][C:11]1=2)C1C=CC=CC=1.B.O. Product: [CH2:21]([O:20][C:14]1[CH:13]=[CH:12][C:11]2[CH:10]([NH2:9])[CH2:19][CH2:18][CH2:17][C:16]=2[N:15]=1)[C:22]1[CH:23]=[CH:24][CH:25]=[CH:26][CH:27]=1. The catalyst class is: 1. (4) Reactant: [Cl:1][C:2]1[CH:30]=[C:29]([Cl:31])[C:28]([O:32][CH3:33])=[CH:27][C:3]=1[NH:4][C:5]1[C:14]2[C:9](=[CH:10][C:11]3[CH:18]=[C:17]([O:19][CH2:20][CH2:21]Cl)[C:16]([O:23][CH3:24])=[CH:15][C:12]=3[CH:13]=2)[N:8]=[CH:7][C:6]=1[C:25]#[N:26].[Cl:34][C:35]1[CH:63]=[C:62]([Cl:64])[C:61]([O:65][CH3:66])=[CH:60][C:36]=1[NH:37][C:38]1[C:47]2[C:42](=[CH:43][C:44]3[CH:51]=[C:50]([O:52][CH3:53])[C:49]([O:54][CH2:55][CH2:56]Cl)=[CH:48][C:45]=3[CH:46]=2)[N:41]=[CH:40][C:39]=1[C:58]#[N:59].[CH3:67][N:68]1[CH2:73][CH2:72][NH:71][CH2:70][CH2:69]1.[I-].[Na+]. Product: [Cl:34][C:35]1[CH:63]=[C:62]([Cl:64])[C:61]([O:65][CH3:66])=[CH:60][C:36]=1[NH:37][C:38]1[C:47]2[C:42](=[CH:43][C:44]3[CH:51]=[C:50]([O:52][CH3:53])[C:49]([O:54][CH2:55][CH2:56][N:71]4[CH2:72][CH2:73][N:68]([CH3:67])[CH2:69][CH2:70]4)=[CH:48][C:45]=3[CH:46]=2)[N:41]=[CH:40][C:39]=1[C:58]#[N:59].[Cl:1][C:2]1[CH:30]=[C:29]([Cl:31])[C:28]([O:32][CH3:33])=[CH:27][C:3]=1[NH:4][C:5]1[C:14]2[C:9](=[CH:10][C:11]3[CH:18]=[C:17]([O:19][CH2:20][CH2:21][N:71]4[CH2:72][CH2:73][N:68]([CH3:67])[CH2:69][CH2:70]4)[C:16]([O:23][CH3:24])=[CH:15][C:12]=3[CH:13]=2)[N:8]=[CH:7][C:6]=1[C:25]#[N:26]. The catalyst class is: 57. (5) Reactant: [C:1]1([CH:7](CC)[C:8](O)=O)[CH:6]=[CH:5][CH:4]=[CH:3][CH:2]=1.[C:13]1([CH3:25])[CH:18]=[CH:17][CH:16]=[CH:15][C:14]=1[N:19]1[CH2:24][CH2:23][NH:22][CH2:21][CH2:20]1.CCN([CH2:31][CH3:32])CC.C(P1(=O)OP(CCC)(=O)OP(CCC)(=O)[O:37]1)CC. Product: [C:1]1([CH2:7][CH2:8][CH2:31][C:32]([N:22]2[CH2:21][CH2:20][N:19]([C:14]3[CH:15]=[CH:16][CH:17]=[CH:18][C:13]=3[CH3:25])[CH2:24][CH2:23]2)=[O:37])[CH:6]=[CH:5][CH:4]=[CH:3][CH:2]=1. The catalyst class is: 2. (6) Reactant: [C:1]([CH2:3][C:4]1[CH:5]=[C:6]2[C:10](=[CH:11][CH:12]=1)[N:9]([C:13]1[CH:18]=[CH:17][CH:16]=[C:15]([C:19]#[C:20][C@:21]3([OH:28])[CH2:25][CH2:24][N:23]([CH3:26])[C:22]3=[O:27])[CH:14]=1)[N:8]=[C:7]2[C:29]([O:31]C)=O)#[N:2].[NH3:33]. Product: [C:1]([CH2:3][C:4]1[CH:5]=[C:6]2[C:10](=[CH:11][CH:12]=1)[N:9]([C:13]1[CH:18]=[CH:17][CH:16]=[C:15]([C:19]#[C:20][C@:21]3([OH:28])[CH2:25][CH2:24][N:23]([CH3:26])[C:22]3=[O:27])[CH:14]=1)[N:8]=[C:7]2[C:29]([NH2:33])=[O:31])#[N:2]. The catalyst class is: 5. (7) Reactant: [CH3:1][C:2]1[N:7]=[C:6]2[S:8][C:9]3[CH2:13][CH2:12][CH2:11][C:10]=3[C:5]2=[C:4]([C:14]2[CH:19]=[CH:18][C:17]([CH3:20])=[CH:16][CH:15]=2)[C:3]=1[CH:21]([CH:26]1[CH2:30][CH2:29][CH2:28][CH2:27]1)[C:22]([O:24]C)=[O:23].[OH-].[Na+].Cl. Product: [CH3:1][C:2]1[N:7]=[C:6]2[S:8][C:9]3[CH2:13][CH2:12][CH2:11][C:10]=3[C:5]2=[C:4]([C:14]2[CH:19]=[CH:18][C:17]([CH3:20])=[CH:16][CH:15]=2)[C:3]=1[CH:21]([CH:26]1[CH2:30][CH2:29][CH2:28][CH2:27]1)[C:22]([OH:24])=[O:23]. The catalyst class is: 5.